This data is from Forward reaction prediction with 1.9M reactions from USPTO patents (1976-2016). The task is: Predict the product of the given reaction. (1) Given the reactants Cl.[NH2:2][C@H:3]1[CH2:6][C@H:5]([N:7]2[C:11]3=[N:12][CH:13]=[CH:14][N:15]=[C:10]3[N:9]([CH:16]3[CH2:18][CH2:17]3)[C:8]2=[O:19])[CH2:4]1.Cl[C:21]1[O:22][C:23]2[CH:29]=[CH:28][CH:27]=[CH:26][C:24]=2[N:25]=1.C(NC(C)C)(C)C, predict the reaction product. The product is: [O:22]1[C:23]2[CH:29]=[CH:28][CH:27]=[CH:26][C:24]=2[N:25]=[C:21]1[NH:2][C@H:3]1[CH2:6][C@H:5]([N:7]2[C:11]3=[N:12][CH:13]=[CH:14][N:15]=[C:10]3[N:9]([CH:16]3[CH2:17][CH2:18]3)[C:8]2=[O:19])[CH2:4]1. (2) The product is: [CH3:5][O:6][C:7](=[O:23])[C:8]1[CH:13]=[C:12]([N:14]2[C:18](=[O:19])[N:17]([CH:2]([F:4])[F:3])[C:16]([CH3:20])=[N:15]2)[C:11]([F:21])=[CH:10][C:9]=1[Cl:22]. Given the reactants Cl[CH:2]([F:4])[F:3].[CH3:5][O:6][C:7](=[O:23])[C:8]1[CH:13]=[C:12]([N:14]2[C:18](=[O:19])[NH:17][C:16]([CH3:20])=[N:15]2)[C:11]([F:21])=[CH:10][C:9]=1[Cl:22].C(=O)([O-])[O-].[K+].[K+], predict the reaction product. (3) Given the reactants [N+:1]([C:4]1[CH:9]=[CH:8][CH:7]=[CH:6][C:5]=1[CH2:10][C:11]([OH:13])=[O:12])([O-:3])=[O:2].S(Cl)(Cl)=O.[CH3:18]O, predict the reaction product. The product is: [CH3:18][O:12][C:11](=[O:13])[CH2:10][C:5]1[CH:6]=[CH:7][CH:8]=[CH:9][C:4]=1[N+:1]([O-:3])=[O:2]. (4) Given the reactants [CH3:1][N:2]1[C:10]2[CH2:9][CH2:8][CH:7]=[C:6]([C:11]([O-:13])=[O:12])[C:5]=2[CH:4]=[N:3]1.[BH4-].[Na+].[CH3:16]O, predict the reaction product. The product is: [CH3:1][N:2]1[C:10]2[CH2:9][CH2:8][CH2:7][CH:6]([C:11]([O:13][CH3:16])=[O:12])[C:5]=2[CH:4]=[N:3]1. (5) Given the reactants C([O:8][CH2:9][C:10]([N:12]1[C:15]([CH3:17])([CH3:16])[C:14](=[O:18])[N:13]1[CH:19]1[CH:26]2[CH2:27][CH:22]3[CH2:23][CH:24]([CH2:28][CH:20]1[CH2:21]3)[CH2:25]2)=[O:11])C1C=CC=CC=1, predict the reaction product. The product is: [CH3:16][C:15]1([CH3:17])[N:12]([C:10](=[O:11])[CH2:9][OH:8])[N:13]([CH:19]2[CH:20]3[CH2:21][CH:22]4[CH2:23][CH:24]([CH2:25][CH:26]2[CH2:27]4)[CH2:28]3)[C:14]1=[O:18].